Dataset: Catalyst prediction with 721,799 reactions and 888 catalyst types from USPTO. Task: Predict which catalyst facilitates the given reaction. (1) Reactant: C([O:5][C:6]([C:8]1[CH:13]=[C:12]([O:14][C:15]2[CH:32]=[CH:31][C:18]3[N:19]([CH3:30])[C:20]([NH:22][C:23]4[CH:28]=[CH:27][C:26]([F:29])=[CH:25][CH:24]=4)=[N:21][C:17]=3[CH:16]=2)[CH:11]=[CH:10][N:9]=1)=[O:7])(C)(C)C. Product: [F:29][C:26]1[CH:27]=[CH:28][C:23]([NH:22][C:20]2[N:19]([CH3:30])[C:18]3[CH:31]=[CH:32][C:15]([O:14][C:12]4[CH:11]=[CH:10][N:9]=[C:8]([C:6]([OH:7])=[O:5])[CH:13]=4)=[CH:16][C:17]=3[N:21]=2)=[CH:24][CH:25]=1. The catalyst class is: 574. (2) Reactant: [Cl:1][C:2]1[CH:3]=[C:4]([C:12]2[O:16][N:15]=[C:14]([C:17]3[CH:18]=[C:19]4[C:23](=[C:24]([F:26])[CH:25]=3)[NH:22][C:21]([CH2:27][CH2:28][C:29]([O:31]CC)=[O:30])=[CH:20]4)[N:13]=2)[CH:5]=[CH:6][C:7]=1[O:8][CH:9]([CH3:11])[CH3:10].[OH-].[Na+].Cl. Product: [Cl:1][C:2]1[CH:3]=[C:4]([C:12]2[O:16][N:15]=[C:14]([C:17]3[CH:18]=[C:19]4[C:23](=[C:24]([F:26])[CH:25]=3)[NH:22][C:21]([CH2:27][CH2:28][C:29]([OH:31])=[O:30])=[CH:20]4)[N:13]=2)[CH:5]=[CH:6][C:7]=1[O:8][CH:9]([CH3:11])[CH3:10]. The catalyst class is: 32. (3) Reactant: [F:1][C:2]1[CH:3]=[N+:4]([O-:8])[CH:5]=[CH:6][CH:7]=1.[N+:9]([O-])([OH:11])=[O:10].[OH-].[Na+]. Product: [F:1][C:2]1[CH:3]=[N+:4]([O-:8])[CH:5]=[CH:6][C:7]=1[N+:9]([O-:11])=[O:10]. The catalyst class is: 65.